Dataset: Forward reaction prediction with 1.9M reactions from USPTO patents (1976-2016). Task: Predict the product of the given reaction. (1) Given the reactants [H-].[Al+3].[Li+].[H-].[H-].[H-].[NH:7]1[C:15]2[C:10](=[CH:11][C:12]([C:16](OC)=[O:17])=[CH:13][CH:14]=2)[CH:9]=[CH:8]1, predict the reaction product. The product is: [NH:7]1[C:15]2[C:10](=[CH:11][C:12]([CH2:16][OH:17])=[CH:13][CH:14]=2)[CH:9]=[CH:8]1. (2) Given the reactants [CH:1]1[C:18]2[C:17]3[C:12](=[CH:13][CH:14]=[C:15]([OH:19])[CH:16]=3)[C:11]3[C:6](=[CH:7][CH:8]=[CH:9][CH:10]=3)[C:5]=2[CH:4]=[CH:3][C:2]=1[OH:20].N1C=CC=CC=1.[F:27][C:28]([F:41])([F:40])[S:29](O[S:29]([C:28]([F:41])([F:40])[F:27])(=[O:31])=[O:30])(=[O:31])=[O:30], predict the reaction product. The product is: [F:27][C:28]([F:41])([F:40])[S:29]([O:20][C:2]1[CH:3]=[CH:4][C:5]2[C:6]3[C:11](=[CH:10][CH:9]=[CH:8][CH:7]=3)[C:12]3[C:17](=[CH:16][C:15]([O:19][S:29]([C:28]([F:27])([F:40])[F:41])(=[O:30])=[O:31])=[CH:14][CH:13]=3)[C:18]=2[CH:1]=1)(=[O:31])=[O:30]. (3) Given the reactants [C:1]1([CH3:11])[CH:6]=[CH:5][C:4]([S:7](Cl)(=[O:9])=[O:8])=[CH:3][CH:2]=1.[NH:12]1[CH2:17][CH2:16][C:15](=[O:18])[CH2:14][CH2:13]1.C(N(CC)CC)C.CN(C=O)C, predict the reaction product. The product is: [CH3:11][C:1]1[CH:6]=[CH:5][C:4]([S:7]([N:12]2[CH2:17][CH2:16][C:15](=[O:18])[CH2:14][CH2:13]2)(=[O:9])=[O:8])=[CH:3][CH:2]=1. (4) Given the reactants [Br:1][C:2]1[CH:7]=[CH:6][CH:5]=[CH:4][C:3]=1[OH:8].Cl[CH2:10][C:11]([CH3:14])([OH:13])[CH3:12].C(=O)([O-])[O-].[Na+].[Na+], predict the reaction product. The product is: [Br:1][C:2]1[CH:7]=[CH:6][CH:5]=[CH:4][C:3]=1[O:8][CH2:10][C:11]([CH3:14])([OH:13])[CH3:12]. (5) Given the reactants [CH2:1]([N:3]1[C:7]2[C:8]([F:22])=[CH:9][C:10]([N:12]3[CH2:16][C@H:15]([C:17]([O:19]C)=O)[O:14][C:13]3=[O:21])=[CH:11][C:6]=2[O:5][C:4]1=[O:23])[CH3:2].[NH3:24], predict the reaction product. The product is: [CH2:1]([N:3]1[C:7]2[C:8]([F:22])=[CH:9][C:10]([N:12]3[CH2:16][C@H:15]([C:17]([NH2:24])=[O:19])[O:14][C:13]3=[O:21])=[CH:11][C:6]=2[O:5][C:4]1=[O:23])[CH3:2].